Dataset: Full USPTO retrosynthesis dataset with 1.9M reactions from patents (1976-2016). Task: Predict the reactants needed to synthesize the given product. (1) Given the product [C:12]([O-:14])(=[O:13])[CH:11]=[CH:6][C:5]1[CH:8]=[CH:9][CH:2]=[CH:3][CH:4]=1.[CH3:10][C:11]12[CH2:12][CH:20]([CH2:21][CH2:22]1)[CH:19]=[CH:18]2, predict the reactants needed to synthesize it. The reactants are: F[C:2]1[CH:9]=[CH:8][C:5]([CH:6]=O)=[CH:4][CH:3]=1.[C:10](O)(=O)[CH2:11][C:12]([OH:14])=[O:13].N1[CH2:22][CH2:21][CH2:20][CH2:19][CH2:18]1.N1C=CC=CC=1.Cl. (2) Given the product [BrH:16].[F:1][C:2]1[CH:11]=[CH:10][C:5]2[N:6]([CH2:15][CH2:14][O:13][CH3:12])[C:7](=[NH:9])[S:8][C:4]=2[CH:3]=1, predict the reactants needed to synthesize it. The reactants are: [F:1][C:2]1[CH:11]=[CH:10][C:5]2[N:6]=[C:7]([NH2:9])[S:8][C:4]=2[CH:3]=1.[CH3:12][O:13][CH2:14][CH2:15][Br:16]. (3) Given the product [ClH:39].[F:1][C:2]1[CH:3]=[CH:4][C:5]([C:8]2[CH:9]=[C:10]([C:35]([F:38])([F:36])[F:37])[C:11]3[C:12]([N:34]=2)=[N:13][N:14]2[C:19]([CH:20]4[CH2:25][CH2:24][NH:23][CH2:22][CH2:21]4)=[CH:18][C:17](=[O:33])[NH:16][C:15]=32)=[CH:6][CH:7]=1, predict the reactants needed to synthesize it. The reactants are: [F:1][C:2]1[CH:7]=[CH:6][C:5]([C:8]2[CH:9]=[C:10]([C:35]([F:38])([F:37])[F:36])[C:11]3[C:12]([N:34]=2)=[N:13][N:14]2[C:19]([CH:20]4[CH2:25][CH2:24][N:23](C(OC(C)(C)C)=O)[CH2:22][CH2:21]4)=[CH:18][C:17](=[O:33])[NH:16][C:15]=32)=[CH:4][CH:3]=1.[ClH:39].